From a dataset of Full USPTO retrosynthesis dataset with 1.9M reactions from patents (1976-2016). Predict the reactants needed to synthesize the given product. Given the product [CH2:11]([S:8]([C:4]1[CH:3]=[C:2](/[CH:17]=[CH:16]/[CH2:15][NH:18][C:19](=[O:24])[C:20]([F:23])([F:22])[F:21])[CH:7]=[CH:6][CH:5]=1)(=[O:10])=[O:9])[CH2:12][CH2:13][CH3:14], predict the reactants needed to synthesize it. The reactants are: Br[C:2]1[CH:7]=[CH:6][CH:5]=[C:4]([S:8]([CH2:11][CH2:12][CH2:13][CH3:14])(=[O:10])=[O:9])[CH:3]=1.[CH2:15]([NH:18][C:19](=[O:24])[C:20]([F:23])([F:22])[F:21])[CH:16]=[CH2:17].